Regression. Given a peptide amino acid sequence and an MHC pseudo amino acid sequence, predict their binding affinity value. This is MHC class I binding data. From a dataset of Peptide-MHC class I binding affinity with 185,985 pairs from IEDB/IMGT. The peptide sequence is VTSSVSSGY. The MHC is HLA-A02:16 with pseudo-sequence HLA-A02:16. The binding affinity (normalized) is 0.0847.